This data is from Catalyst prediction with 721,799 reactions and 888 catalyst types from USPTO. The task is: Predict which catalyst facilitates the given reaction. (1) Reactant: [OH:1][C:2]1[CH:3]=[C:4]2[C:9](=[CH:10][CH:11]=1)[N:8]=[C:7]([C:12]([N:14]1[CH2:19][CH2:18][N:17]([C:20]([O:22][C:23]([CH3:26])([CH3:25])[CH3:24])=[O:21])[CH2:16][CH2:15]1)=[O:13])[CH:6]=[CH:5]2.F[C:28]1[CH:33]=[CH:32][C:31]([C:34](=[O:36])[CH3:35])=[CH:30][CH:29]=1.C([O-])([O-])=O.[K+].[K+]. Product: [C:34]([C:31]1[CH:32]=[CH:33][C:28]([O:1][C:2]2[CH:3]=[C:4]3[C:9](=[CH:10][CH:11]=2)[N:8]=[C:7]([C:12]([N:14]2[CH2:15][CH2:16][N:17]([C:20]([O:22][C:23]([CH3:26])([CH3:25])[CH3:24])=[O:21])[CH2:18][CH2:19]2)=[O:13])[CH:6]=[CH:5]3)=[CH:29][CH:30]=1)(=[O:36])[CH3:35]. The catalyst class is: 391. (2) Reactant: [CH3:1][N:2]1[CH:6]=[C:5]([C:7]2[CH:8]=[CH:9][C:10]3[N:11]([C:13]([C:16]([C:19]4[CH:27]=[CH:26][C:25]5[C:21](=[CH:22][N:23](COCC[Si](C)(C)C)[N:24]=5)[CH:20]=4)(O)[CH3:17])=[CH:14][N:15]=3)[N:12]=2)[CH:4]=[N:3]1.II.O[PH2]=O. Product: [N:24]1[NH:23][CH:22]=[C:21]2[C:25]=1[CH:26]=[CH:27][C:19]([C@@H:16]([C:13]1[N:11]3[N:12]=[C:7]([C:5]4[CH:4]=[N:3][N:2]([CH3:1])[CH:6]=4)[CH:8]=[CH:9][C:10]3=[N:15][CH:14]=1)[CH3:17])=[CH:20]2. The catalyst class is: 15. (3) Reactant: [CH2:1]([O:8][C:9]1[CH:26]=[CH:25][C:24]2[C@@H:23]3[C@H:14]([C@H:15]4[C@@:19]([CH2:21][CH2:22]3)([CH3:20])[C:18](=[O:27])[CH2:17][CH2:16]4)[CH2:13][CH2:12][C:11]=2[CH:10]=1)[C:2]1[CH:7]=[CH:6][CH:5]=[CH:4][CH:3]=1.CO.[BH4-].[Na+]. Product: [CH2:1]([O:8][C:9]1[CH:26]=[CH:25][C:24]2[C@@H:23]3[C@H:14]([C@H:15]4[C@@:19]([CH2:21][CH2:22]3)([CH3:20])[C@@H:18]([OH:27])[CH2:17][CH2:16]4)[CH2:13][CH2:12][C:11]=2[CH:10]=1)[C:2]1[CH:3]=[CH:4][CH:5]=[CH:6][CH:7]=1. The catalyst class is: 1. (4) Reactant: [CH3:1][C:2]1([CH3:15])[CH2:7][CH2:6][CH:5]([C:8]2[CH:13]=[CH:12][C:11]([OH:14])=[CH:10][CH:9]=2)[CH2:4][CH2:3]1.S(Cl)([Cl:19])(=O)=O.C(=O)(O)[O-].[Na+]. Product: [Cl:19][C:12]1[CH:13]=[C:8]([CH:5]2[CH2:6][CH2:7][C:2]([CH3:15])([CH3:1])[CH2:3][CH2:4]2)[CH:9]=[CH:10][C:11]=1[OH:14]. The catalyst class is: 133. (5) Reactant: [Br:1][C:2]1[CH:7]=[CH:6][C:5]([NH:8][C:9]2[O:10][C:11]3[C:17]([O:18]C)=[CH:16][C:15]([Cl:20])=[CH:14][C:12]=3[N:13]=2)=[CH:4][CH:3]=1.N1C(C)=CC(C)=CC=1C.[Li+].[I-]. Product: [Br:1][C:2]1[CH:3]=[CH:4][C:5]([NH:8][C:9]2[O:10][C:11]3[C:17]([OH:18])=[CH:16][C:15]([Cl:20])=[CH:14][C:12]=3[N:13]=2)=[CH:6][CH:7]=1. The catalyst class is: 33. (6) Reactant: C(N(CC)CC)C.Cl.[CH3:9][O:10][C:11]([C:13]1([N:18]([CH:20]=[O:21])[CH3:19])[CH2:17][CH2:16][NH:15][CH2:14]1)=[O:12].Cl[CH2:23][C:24]([N:26]1[CH2:31][CH:30]=[C:29]([C:32]2[CH:37]=[CH:36][C:35]([C:38]3[N:43]=[CH:42][CH:41]=[CH:40][N:39]=3)=[CH:34][CH:33]=2)[CH2:28][CH2:27]1)=[O:25]. Product: [CH3:9][O:10][C:11]([C:13]1([N:18]([CH:20]=[O:21])[CH3:19])[CH2:17][CH2:16][N:15]([CH2:23][C:24](=[O:25])[N:26]2[CH2:27][CH:28]=[C:29]([C:32]3[CH:33]=[CH:34][C:35]([C:38]4[N:39]=[CH:40][CH:41]=[CH:42][N:43]=4)=[CH:36][CH:37]=3)[CH2:30][CH2:31]2)[CH2:14]1)=[O:12]. The catalyst class is: 12. (7) Reactant: [C:1]([O:5][C:6]([NH:8][CH2:9][C:10]([OH:12])=O)=[O:7])([CH3:4])([CH3:3])[CH3:2].C1(N=C=NC2CCCCC2)CCCCC1.O.ON1C2C=CC=CC=2N=N1.Cl.[F:40][C:41]1[C:46]([F:47])=[CH:45][CH:44]=[CH:43][C:42]=1[CH2:48][S:49][C:50]1[N:55]=[C:54]([NH:56][S:57]([N:60]2[CH2:65][CH2:64][NH:63][CH2:62][CH2:61]2)(=[O:59])=[O:58])[CH:53]=[C:52]([O:66][CH3:67])[N:51]=1.CN1CCOCC1. Product: [F:40][C:41]1[C:46]([F:47])=[CH:45][CH:44]=[CH:43][C:42]=1[CH2:48][S:49][C:50]1[N:55]=[C:54]([NH:56][S:57]([N:60]2[CH2:61][CH2:62][N:63]([C:10](=[O:12])[CH2:9][NH:8][C:6](=[O:7])[O:5][C:1]([CH3:2])([CH3:3])[CH3:4])[CH2:64][CH2:65]2)(=[O:58])=[O:59])[CH:53]=[C:52]([O:66][CH3:67])[N:51]=1. The catalyst class is: 3. (8) Reactant: [Br:1][C:2]1[CH:3]=[CH:4][C:5]([CH2:8][O:9][C:10]2[CH:15]=[CH:14][N:13]([CH2:16][CH2:17][C:18]3[CH:23]=[CH:22][C:21]([CH2:24]O)=[CH:20][CH:19]=3)[C:12](=[O:26])[CH:11]=2)=[N:6][CH:7]=1.P(Br)(Br)[Br:28]. Product: [Br:28][CH2:24][C:21]1[CH:22]=[CH:23][C:18]([CH2:17][CH2:16][N:13]2[CH:14]=[CH:15][C:10]([O:9][CH2:8][C:5]3[CH:4]=[CH:3][C:2]([Br:1])=[CH:7][N:6]=3)=[CH:11][C:12]2=[O:26])=[CH:19][CH:20]=1. The catalyst class is: 2. (9) The catalyst class is: 11. Product: [Cl:10][C:9]1[CH:8]=[CH:7][CH:6]=[C:5]([Cl:11])[C:4]=1[C:3]1[C:2](=[O:42])[N:1]=[CH:43][N:17]2[C:12]=1[CH:13]=[CH:14][C:15]([S:18][C:19]1[CH:41]=[CH:40][CH:39]=[CH:38][C:20]=1[CH2:21][NH:22][C:23](=[O:37])[C:24]1[CH:29]=[C:28]([N:30]3[CH2:31][CH2:32][O:33][CH2:34][CH2:35]3)[CH:27]=[C:26]([F:36])[CH:25]=1)=[N:16]2. Reactant: [NH2:1][C:2](=[O:42])[CH:3]([C:12]1[N:17]=[N:16][C:15]([S:18][C:19]2[CH:41]=[CH:40][CH:39]=[CH:38][C:20]=2[CH2:21][NH:22][C:23](=[O:37])[C:24]2[CH:29]=[C:28]([N:30]3[CH2:35][CH2:34][O:33][CH2:32][CH2:31]3)[CH:27]=[C:26]([F:36])[CH:25]=2)=[CH:14][CH:13]=1)[C:4]1[C:9]([Cl:10])=[CH:8][CH:7]=[CH:6][C:5]=1[Cl:11].[CH3:43]N(C(OC)OC)C. (10) Reactant: [NH2:1][C:2]1[CH:7]=[C:6](Cl)[N:5]=[C:4]([S:9][CH3:10])[N:3]=1.[F:11][C:12]([F:23])([F:22])[C:13]1[CH:14]=[C:15](B(O)O)[CH:16]=[CH:17][CH:18]=1.C(=O)([O-])[O-].[K+].[K+].C(OCC)(=O)C. Product: [CH3:10][S:9][C:4]1[N:3]=[C:2]([NH2:1])[CH:7]=[C:6]([C:17]2[CH:16]=[CH:15][CH:14]=[C:13]([C:12]([F:23])([F:22])[F:11])[CH:18]=2)[N:5]=1. The catalyst class is: 109.